Predict the reaction yield, written as a fraction of the theoretical maximum amount of product (1.0 means a 100% yield; for example, 0.34 means a 34% yield). From a dataset of Reaction yield outcomes from USPTO patents with 853,638 reactions. (1) The yield is 0.310. The reactants are Cl[CH2:2][C:3]1[O:7][C:6]([CH2:8][N:9]([CH2:22][C:23]([F:26])([F:25])[F:24])[C:10]2[CH:17]=[CH:16][C:13]([C:14]#[N:15])=[C:12]([C:18]([F:21])([F:20])[F:19])[CH:11]=2)=[CH:5][CH:4]=1.[CH3:27][NH:28][CH3:29]. The product is [CH3:27][N:28]([CH2:2][C:3]1[O:7][C:6]([CH2:8][N:9]([CH2:22][C:23]([F:26])([F:25])[F:24])[C:10]2[CH:17]=[CH:16][C:13]([C:14]#[N:15])=[C:12]([C:18]([F:21])([F:20])[F:19])[CH:11]=2)=[CH:5][CH:4]=1)[CH3:29]. The catalyst is C1COCC1. (2) The reactants are O[C@H:2]1[CH2:6][N:5]([C:7]([O:9][C:10]([CH3:13])([CH3:12])[CH3:11])=[O:8])[C@@H:4]([C:14]([O:16][CH3:17])=[O:15])[CH2:3]1.COCCN(S(F)(F)[F:28])CCOC. The catalyst is ClCCl.C(Cl)(Cl)Cl. The product is [F:28][C@@H:2]1[CH2:6][N:5]([C:7]([O:9][C:10]([CH3:13])([CH3:12])[CH3:11])=[O:8])[C@H:4]([C:14]([O:16][CH3:17])=[O:15])[CH2:3]1. The yield is 0.720. (3) The reactants are [NH:1]1[CH2:4][CH:3]([C:5]2[CH:6]=[CH:7][C:8]3[O:17][CH2:16][CH2:15][C:14]4[N:10]([N:11]=[C:12]([C:18]5[N:19]([CH:23]([CH3:25])[CH3:24])[N:20]=[CH:21][N:22]=5)[CH:13]=4)[C:9]=3[CH:26]=2)[CH2:2]1.C(N(CC)CC)C.[CH3:34][S:35](Cl)(=[O:37])=[O:36]. The catalyst is C(Cl)Cl. The yield is 0.640. The product is [CH:23]([N:19]1[C:18]([C:12]2[CH:13]=[C:14]3[N:10]([C:9]4[CH:26]=[C:5]([CH:3]5[CH2:2][N:1]([S:35]([CH3:34])(=[O:37])=[O:36])[CH2:4]5)[CH:6]=[CH:7][C:8]=4[O:17][CH2:16][CH2:15]3)[N:11]=2)=[N:22][CH:21]=[N:20]1)([CH3:24])[CH3:25]. (4) The reactants are Cl[C:2]1[C:3]([O:12][CH2:13][CH:14]2[CH:19]([CH3:20])[CH2:18][CH2:17][CH2:16][CH:15]2[CH3:21])=[CH:4][C:5]([F:11])=[C:6]([CH:10]=1)[C:7]([OH:9])=O.C(N1C=CN=C1)(N1C=CN=C1)=O.N12[CH2:44][CH2:43][CH2:42]N=C1CCCCC2.[CH:45]1([S:48]([NH2:51])(=[O:50])=[O:49])[CH2:47][CH2:46]1.Cl. The catalyst is O1CCCC1. The product is [CH:43]1([C:2]2[C:3]([O:12][CH2:13][CH:14]3[CH:19]([CH3:20])[CH2:18][CH2:17][CH2:16][CH:15]3[CH3:21])=[CH:4][C:5]([F:11])=[C:6]([CH:10]=2)[C:7]([NH:51][S:48]([CH:45]2[CH2:47][CH2:46]2)(=[O:50])=[O:49])=[O:9])[CH2:44][CH2:42]1. The yield is 0.280. (5) The reactants are [CH2:1]([C:5]1[NH:6][CH:7]=[CH:8][N:9]=1)[CH2:2][CH2:3][CH3:4].C[O-].[Na+].[Cl:13][C:14]1[CH:21]=[CH:20][CH:19]=[CH:18][C:15]=1[CH2:16]Br. The catalyst is CO. The product is [CH2:1]([C:5]1[N:6]([CH2:16][C:15]2[CH:18]=[CH:19][CH:20]=[CH:21][C:14]=2[Cl:13])[CH:7]=[CH:8][N:9]=1)[CH2:2][CH2:3][CH3:4]. The yield is 0.610. (6) The reactants are Br[C:2]1[CH:3]=[C:4]([CH:7]=[C:8]([CH2:10][CH2:11][C:12]2[CH:17]=[C:16]([CH3:18])[CH:15]=[C:14]([N:19]3[C:23]([CH3:24])=[CH:22][CH:21]=[C:20]3[CH3:25])[N:13]=2)[CH:9]=1)[C:5]#[N:6].[N:26]1[CH:31]=[CH:30][CH:29]=[CH:28][C:27]=1[CH2:32][CH2:33][NH2:34].CN(C1C(C2C(P(C3CCCCC3)C3CCCCC3)=CC=CC=2)=CC=CC=1)C.CC([O-])(C)C.[Na+]. The catalyst is C1COCC1.O1CCOCC1.C1C=CC(/C=C/C(/C=C/C2C=CC=CC=2)=O)=CC=1.C1C=CC(/C=C/C(/C=C/C2C=CC=CC=2)=O)=CC=1.C1C=CC(/C=C/C(/C=C/C2C=CC=CC=2)=O)=CC=1.[Pd].[Pd].C(OCC)C. The product is [CH3:24][C:23]1[N:19]([C:14]2[N:13]=[C:12]([CH2:11][CH2:10][C:8]3[CH:7]=[C:4]([CH:3]=[C:2]([NH:34][CH2:33][CH2:32][C:27]4[CH:28]=[CH:29][CH:30]=[CH:31][N:26]=4)[CH:9]=3)[C:5]#[N:6])[CH:17]=[C:16]([CH3:18])[CH:15]=2)[C:20]([CH3:25])=[CH:21][CH:22]=1. The yield is 0.720.